Dataset: Forward reaction prediction with 1.9M reactions from USPTO patents (1976-2016). Task: Predict the product of the given reaction. Given the reactants [Cl:1][C:2]1[CH:7]=[C:6]([N+:8]([O-])=O)[CH:5]=[CH:4][C:3]=1[O:11][C:12](=O)[C:13]1[CH:18]=[CH:17][CH:16]=[C:15]([F:19])[CH:14]=1.CCOC(C)=O, predict the reaction product. The product is: [Cl:1][C:2]1[CH:7]=[C:6]([NH2:8])[CH:5]=[CH:4][C:3]=1[O:11][CH2:12][C:13]1[CH:18]=[CH:17][CH:16]=[C:15]([F:19])[CH:14]=1.